Dataset: Full USPTO retrosynthesis dataset with 1.9M reactions from patents (1976-2016). Task: Predict the reactants needed to synthesize the given product. (1) The reactants are: Br[C:2]([C@:4]([C:28](=[O:35])[C:29]1[CH:34]=[CH:33][CH:32]=[CH:31][CH:30]=1)([C@@:6]([C:20](=[O:27])[C:21]1[CH:26]=[CH:25][CH:24]=[CH:23][CH:22]=1)([C@:8]([C:12](=[O:19])[C:13]1[CH:18]=[CH:17][CH:16]=[CH:15][CH:14]=1)([CH2:10][OH:11])[OH:9])[OH:7])[OH:5])=[O:3].O. Given the product [C:28]([C@@:4]([C@@:6]([C:20](=[O:27])[C:21]1[CH:22]=[CH:23][CH:24]=[CH:25][CH:26]=1)([C@:8]([C:12](=[O:19])[C:13]1[CH:14]=[CH:15][CH:16]=[CH:17][CH:18]=1)([CH2:10][OH:11])[OH:9])[OH:7])([OH:5])[CH:2]=[O:3])(=[O:35])[C:29]1[CH:30]=[CH:31][CH:32]=[CH:33][CH:34]=1, predict the reactants needed to synthesize it. (2) Given the product [C:6]1([C:5]2[C:9](=[CH:10][CH:2]=[CH:3][CH:4]=2)[CH2:16][O:8]1)=[O:7], predict the reactants needed to synthesize it. The reactants are: C(O)(=O)[C:2]1[CH:10]=[CH:9][C:5]([C:6]([OH:8])=[O:7])=[CH:4][CH:3]=1.O1CC[CH2:16]OO1. (3) Given the product [C:74]([C:69]1[CH:68]=[CH:67][C:66]([C:65]([NH:64][C:60]2[CH:61]=[CH:62][CH:63]=[C:58]([C:57]3[C:52]4[CH:51]=[CH:50][NH:81][C:53]=4[N:54]=[CH:55][N:56]=3)[C:59]=2[CH3:79])=[O:78])=[CH:71][CH:70]=1)([CH3:1])([CH3:76])[CH3:75], predict the reactants needed to synthesize it. The reactants are: [CH3:1]N(C)C(N1CC=C(C2NC3N=CN=C(C4C=C(F)C=C(N)C=4C)C=3C=2)CC1)=O.C1C2C(Cl)=NC=NC=2NC=1.CN(C)C(N1CC=C([C:50]2[NH:81][C:53]3[N:54]=[CH:55][N:56]=[C:57]([C:58]4[CH:63]=[CH:62][CH:61]=[C:60]([N:64]5CC[C:71]6[C:66](=[CH:67][CH:68]=[C:69]([C:74](O)([CH3:76])[CH3:75])[CH:70]=6)[C:65]5=[O:78])[C:59]=4[CH2:79]O)[C:52]=3[CH:51]=2)CC1)=O. (4) Given the product [CH3:1][N:2]1[CH:10]=[C:9]2[C:4]([CH:5]=[CH:6][CH:7]=[C:8]2[C@@H:11]2[CH2:13][C@H:12]2[CH:14]=[N:19][OH:16])=[N:3]1, predict the reactants needed to synthesize it. The reactants are: [CH3:1][N:2]1[CH:10]=[C:9]2[C:4]([CH:5]=[CH:6][CH:7]=[C:8]2[C@@H:11]2[CH2:13][C@H:12]2[CH:14]=O)=[N:3]1.[OH-:16].[Na+].Cl.[NH2:19]O. (5) Given the product [CH3:23][O:22][C:13]([CH:14]1[CH2:16][C:17](=[O:18])[N:12]([CH2:11][CH:2]2[O:1][C:6]3[CH:7]=[CH:8][CH:9]=[CH:10][C:5]=3[O:4][CH2:3]2)[CH2:15]1)=[O:21], predict the reactants needed to synthesize it. The reactants are: [O:1]1[C:6]2[CH:7]=[CH:8][CH:9]=[CH:10][C:5]=2[O:4][CH2:3][CH:2]1[CH2:11][NH2:12].[C:13]([O:22][CH3:23])(=[O:21])[C:14]([CH2:16][C:17](OC)=[O:18])=[CH2:15]. (6) Given the product [CH:39]1[C:40]2[CH:11]([CH2:8][O:12][C:13]([N:15]3[CH2:20][CH2:19][O:18][CH2:17][C@H:16]3[C:21]([OH:23])=[O:22])=[O:14])[C:29]3[C:34](=[CH:33][CH:32]=[CH:31][CH:30]=3)[C:35]=2[CH:36]=[CH:37][CH:38]=1, predict the reactants needed to synthesize it. The reactants are: FC(F)(F)C(O)=O.[C:8]([O:12][C:13]([N:15]1[CH2:20][CH2:19][O:18][CH2:17][C@H:16]1[C:21]([OH:23])=[O:22])=[O:14])([CH3:11])(C)C.C(Cl)(OCC1[C:40]2[C:35](=[CH:36][CH:37]=[CH:38][CH:39]=2)[C:34]2[C:29]1=[CH:30][CH:31]=[CH:32][CH:33]=2)=O.C([O-])([O-])=O.[K+].[K+].